This data is from Full USPTO retrosynthesis dataset with 1.9M reactions from patents (1976-2016). The task is: Predict the reactants needed to synthesize the given product. (1) The reactants are: [CH2:1]([O:3][C:4]([N:6]1[CH2:11][CH2:10][N:9]([C:12](=[O:39])[C@@H:13]([NH:23][C:24]([C:26]2[CH:31]=[C:30](Cl)[N:29]=[C:28]([C:33]3[CH:38]=[CH:37][CH:36]=[CH:35][CH:34]=3)[N:27]=2)=[O:25])[CH2:14][CH2:15][C:16]([O:18][C:19]([CH3:22])([CH3:21])[CH3:20])=[O:17])[CH2:8][CH2:7]1)=[O:5])[CH3:2].Cl.[CH2:41]([O:43][C:44](=[O:47])[CH2:45][NH2:46])[CH3:42].CCN(CC)CC.O. Given the product [CH2:1]([O:3][C:4]([N:6]1[CH2:11][CH2:10][N:9]([C:12](=[O:39])[C@@H:13]([NH:23][C:24]([C:26]2[CH:31]=[C:30]([NH:46][CH2:45][C:44]([O:43][CH2:41][CH3:42])=[O:47])[N:29]=[C:28]([C:33]3[CH:38]=[CH:37][CH:36]=[CH:35][CH:34]=3)[N:27]=2)=[O:25])[CH2:14][CH2:15][C:16]([O:18][C:19]([CH3:22])([CH3:21])[CH3:20])=[O:17])[CH2:8][CH2:7]1)=[O:5])[CH3:2], predict the reactants needed to synthesize it. (2) The reactants are: [F:1][C:2]1[N:12]=[CH:11][C:5]2[NH:6][C:7](=O)[N:8]=[CH:9][C:4]=2[CH:3]=1.S(Cl)(Cl)=O.[F:17][C:18]1[CH:19]=[C:20]([CH:32]=[CH:33][CH:34]=1)[CH2:21][N:22]1[C:30]2[C:25](=[CH:26][C:27]([NH2:31])=[CH:28][CH:29]=2)[CH:24]=[N:23]1. Given the product [F:1][C:2]1[N:12]=[CH:11][C:5]2[N:6]=[CH:7][N:8]=[C:9]([NH:31][C:27]3[CH:26]=[C:25]4[C:30](=[CH:29][CH:28]=3)[N:22]([CH2:21][C:20]3[CH:32]=[CH:33][CH:34]=[C:18]([F:17])[CH:19]=3)[N:23]=[CH:24]4)[C:4]=2[CH:3]=1, predict the reactants needed to synthesize it. (3) Given the product [CH:13]([O:12][C:5]1[CH:6]=[C:7]([O:10][CH3:11])[CH:8]=[CH:9][C:4]=1[C:3]([OH:17])=[O:2])([CH2:15][CH3:16])[CH3:14], predict the reactants needed to synthesize it. The reactants are: C[O:2][C:3](=[O:17])[C:4]1[CH:9]=[CH:8][C:7]([O:10][CH3:11])=[CH:6][C:5]=1[O:12][CH:13]([CH2:15][CH3:16])[CH3:14].O.[OH-].[Li+].O.Cl.